Task: Regression. Given a peptide amino acid sequence and an MHC pseudo amino acid sequence, predict their binding affinity value. This is MHC class I binding data.. Dataset: Peptide-MHC class I binding affinity with 185,985 pairs from IEDB/IMGT (1) The peptide sequence is SCINRCFYV. The MHC is HLA-A02:06 with pseudo-sequence HLA-A02:06. The binding affinity (normalized) is 0.499. (2) The peptide sequence is EMICFHEFL. The binding affinity (normalized) is 0.182. The MHC is HLA-A23:01 with pseudo-sequence HLA-A23:01. (3) The peptide sequence is VVDALRNIY. The MHC is HLA-A02:16 with pseudo-sequence HLA-A02:16. The binding affinity (normalized) is 0.0847. (4) The peptide sequence is PYIGSRSQI. The MHC is HLA-A24:02 with pseudo-sequence HLA-A24:02. The binding affinity (normalized) is 0.354. (5) The binding affinity (normalized) is 0.0847. The MHC is HLA-B08:03 with pseudo-sequence HLA-B08:03. The peptide sequence is ARHGEYAPF.